This data is from Catalyst prediction with 721,799 reactions and 888 catalyst types from USPTO. The task is: Predict which catalyst facilitates the given reaction. (1) Reactant: C1C(=O)N([O:8][C:9]([CH2:11][CH2:12][CH2:13][CH2:14][C@@H:15]2[S:19][CH2:18][C@@H:17]3[NH:20][C:21]([NH:23][C@H:16]23)=[O:22])=[O:10])C(=O)C1.CCN(C(C)C)C(C)C. Product: [OH:10][C:9]([CH2:11][CH2:12][CH2:13][CH2:14][C@H:15]1[C@@H:16]2[C@@H:17]([NH:20][C:21]([NH:23]2)=[O:22])[CH2:18][S:19]1)=[O:8]. The catalyst class is: 3. (2) Reactant: C(=O)(O)[O-].[Na+].[Br:6][C:7]1[CH:12]=[CH:11][CH:10]=[C:9]([N+:13]([O-:15])=[O:14])[C:8]=1F.Cl.[NH2:18][C:19]([CH3:25])([CH3:24])[C:20]([O:22][CH3:23])=[O:21]. Product: [Br:6][C:7]1[CH:12]=[CH:11][CH:10]=[C:9]([N+:13]([O-:15])=[O:14])[C:8]=1[NH:18][C:19]([CH3:25])([CH3:24])[C:20]([O:22][CH3:23])=[O:21]. The catalyst class is: 60. (3) Reactant: [C:1]([C:3]1[CH:8]=[CH:7][C:6]([CH2:9][CH2:10][CH2:11][C:12]([OH:14])=[O:13])=[C:5]([NH:15][C:16](=[O:29])[CH:17]([C:19]2[C:28]3[C:23](=[CH:24][CH:25]=[CH:26][CH:27]=3)[CH:22]=[CH:21][CH:20]=2)[CH3:18])[CH:4]=1)#[N:2].I[CH2:31][CH2:32][OH:33].C(=O)([O-])[O-].[K+].[K+].O. Product: [OH:33][CH2:32][CH2:31][O:13][C:12](=[O:14])[CH2:11][CH2:10][CH2:9][C:6]1[CH:7]=[CH:8][C:3]([C:1]#[N:2])=[CH:4][C:5]=1[NH:15][C:16](=[O:29])[CH:17]([C:19]1[C:28]2[C:23](=[CH:24][CH:25]=[CH:26][CH:27]=2)[CH:22]=[CH:21][CH:20]=1)[CH3:18]. The catalyst class is: 3. (4) Reactant: [CH2:1]([N:3]1[C:12]2[C:7](=[CH:8][C:9]([NH:13][S:14]([CH2:17][CH2:18][C:19]([O:21][CH2:22][CH3:23])=[O:20])(=[O:16])=[O:15])=[CH:10][CH:11]=2)[C:6](=[O:24])[N:5]([CH2:25][CH3:26])[C:4]1=[O:27])[CH3:2].[H-].[Na+].Cl[CH2:31][C:32]1[CH:37]=[CH:36][C:35]([O:38][CH3:39])=[CH:34][CH:33]=1.O. Product: [CH2:1]([N:3]1[C:12]2[C:7](=[CH:8][C:9]([N:13]([CH2:31][C:32]3[CH:37]=[CH:36][C:35]([O:38][CH3:39])=[CH:34][CH:33]=3)[S:14]([CH2:17][CH2:18][C:19]([O:21][CH2:22][CH3:23])=[O:20])(=[O:15])=[O:16])=[CH:10][CH:11]=2)[C:6](=[O:24])[N:5]([CH2:25][CH3:26])[C:4]1=[O:27])[CH3:2]. The catalyst class is: 3. (5) Reactant: [Si]([O:8][CH2:9][C:10]([C:12]1[N:29]([CH2:30][C@H:31]2[CH2:36][CH2:35][C@H:34]([CH3:37])[CH2:33][CH2:32]2)[C:15]2[C:16]([C:22]3[CH:23]=[N:24][CH:25]=[C:26]([Cl:28])[CH:27]=3)=[N:17][C:18]([C:20]#[N:21])=[CH:19][C:14]=2[N:13]=1)=[CH2:11])(C(C)(C)C)(C)C.[F-].[CH2:39]([N+](CCCC)(CCCC)CCCC)CCC.[H-].[Na+].CI. Product: [Cl:28][C:26]1[CH:27]=[C:22]([C:16]2[C:15]3[N:29]([CH2:30][C@H:31]4[CH2:36][CH2:35][C@H:34]([CH3:37])[CH2:33][CH2:32]4)[C:12]([C:10]([CH2:9][O:8][CH3:39])=[CH2:11])=[N:13][C:14]=3[CH:19]=[C:18]([C:20]#[N:21])[N:17]=2)[CH:23]=[N:24][CH:25]=1. The catalyst class is: 1. (6) Reactant: F[C:2]1[C:7]([C:8]2[N:13]=[C:12]([CH3:14])[N:11]=[C:10]([N:15]([CH2:25][C:26]3[CH:31]=[CH:30][C:29]([O:32][CH3:33])=[CH:28][CH:27]=3)[CH2:16][C:17]3[CH:22]=[CH:21][C:20]([O:23][CH3:24])=[CH:19][CH:18]=3)[N:9]=2)=[CH:6][C:5]([C@H:34]([N:36]2[CH2:41][CH2:40][N:39]([S:42]([CH3:45])(=[O:44])=[O:43])[CH2:38][CH2:37]2)[CH3:35])=[CH:4][N:3]=1.[Cl:46][C:47]1[N:52]=[CH:51][C:50]([NH2:53])=[CH:49][C:48]=1[O:54][CH3:55].C[Si]([N-][Si](C)(C)C)(C)C.[Na+]. Product: [Cl:46][C:47]1[N:52]=[CH:51][C:50]([NH:53][C:2]2[C:7]([C:8]3[N:13]=[C:12]([CH3:14])[N:11]=[C:10]([N:15]([CH2:16][C:17]4[CH:22]=[CH:21][C:20]([O:23][CH3:24])=[CH:19][CH:18]=4)[CH2:25][C:26]4[CH:27]=[CH:28][C:29]([O:32][CH3:33])=[CH:30][CH:31]=4)[N:9]=3)=[CH:6][C:5]([C@H:34]([N:36]3[CH2:37][CH2:38][N:39]([S:42]([CH3:45])(=[O:44])=[O:43])[CH2:40][CH2:41]3)[CH3:35])=[CH:4][N:3]=2)=[CH:49][C:48]=1[O:54][CH3:55]. The catalyst class is: 1. (7) Reactant: Cl.Cl.[CH2:3]([N:10]1[CH2:15][CH2:14][C@H:13]([CH3:16])[C@H:12]([NH:17][CH3:18])[CH2:11]1)[C:4]1[CH:9]=[CH:8][CH:7]=[CH:6][CH:5]=1.[C:19]1([CH3:46])[CH:24]=[CH:23][C:22]([C:25]([C@@:27]([C:43]([OH:45])=[O:44])([OH:42])[C@@:28]([C:33]([C:35]2[CH:40]=[CH:39][C:38]([CH3:41])=[CH:37][CH:36]=2)=[O:34])([OH:32])[C:29]([OH:31])=[O:30])=[O:26])=[CH:21][CH:20]=1.[OH-].[Na+]. Product: [C:19]1([CH3:46])[CH:24]=[CH:23][C:22]([C:25]([C@@:27]([C:43]([OH:45])=[O:44])([OH:42])[C@@:28]([C:33]([C:35]2[CH:36]=[CH:37][C:38]([CH3:41])=[CH:39][CH:40]=2)=[O:34])([OH:32])[C:29]([OH:31])=[O:30])=[O:26])=[CH:21][CH:20]=1.[CH2:3]([N:10]1[CH2:15][CH2:14][C@@H:13]([CH3:16])[C@@H:12]([NH:17][CH3:18])[CH2:11]1)[C:4]1[CH:5]=[CH:6][CH:7]=[CH:8][CH:9]=1. The catalyst class is: 5. (8) Reactant: O/[N:2]=[CH:3]/[C:4]1[CH:19]=[CH:18][CH:17]=[CH:16][C:5]=1[O:6][CH2:7][CH2:8][CH2:9][CH2:10][CH2:11][C:12]([O:14][CH3:15])=[O:13].[CH2:20](O)C. Product: [NH2:2][CH2:3][C:4]1[CH:19]=[CH:18][CH:17]=[CH:16][C:5]=1[O:6][CH2:7][CH2:8][CH2:9][CH2:10][CH2:11][C:12]([O:14][CH2:15][CH3:20])=[O:13]. The catalyst class is: 45.